This data is from Full USPTO retrosynthesis dataset with 1.9M reactions from patents (1976-2016). The task is: Predict the reactants needed to synthesize the given product. Given the product [CH:19]1([C:22]#[C:23][C:2]2[CH:3]=[CH:4][C:5]([C:8]([O:10][CH3:11])=[O:9])=[N:6][CH:7]=2)[CH2:21][CH2:20]1, predict the reactants needed to synthesize it. The reactants are: Br[C:2]1[CH:3]=[CH:4][C:5]([C:8]([O:10][CH3:11])=[O:9])=[N:6][CH:7]=1.C(N(CC)CC)C.[CH:19]1([C:22]#[CH:23])[CH2:21][CH2:20]1.